The task is: Predict the reaction yield, written as a fraction of the theoretical maximum amount of product (1.0 means a 100% yield; for example, 0.34 means a 34% yield).. This data is from Reaction yield outcomes from USPTO patents with 853,638 reactions. (1) The reactants are [NH:1]1[CH:5]=[N:4][CH:3]=[N:2]1.[H-].[Na+].[CH2:8]([O:15][CH2:16][CH2:17][CH2:18][O:19][C:20]1[CH:25]=[CH:24][C:23]([CH:26]2[CH:31]([O:32][CH2:33][C:34]3[CH:43]=[CH:42][C:41]4[C:36](=[CH:37][CH:38]=[CH:39][CH:40]=4)[CH:35]=3)[CH2:30][N:29]([C:44]([O:46][C:47]([CH3:50])([CH3:49])[CH3:48])=[O:45])[CH2:28][CH:27]2[CH2:51]OS(C)(=O)=O)=[CH:22][CH:21]=1)[C:9]1[CH:14]=[CH:13][CH:12]=[CH:11][CH:10]=1. The catalyst is CN(C=O)C. The product is [CH2:8]([O:15][CH2:16][CH2:17][CH2:18][O:19][C:20]1[CH:21]=[CH:22][C:23]([CH:26]2[CH:27]([CH2:51][N:1]3[CH:5]=[N:4][CH:3]=[N:2]3)[CH2:28][N:29]([C:44]([O:46][C:47]([CH3:48])([CH3:50])[CH3:49])=[O:45])[CH2:30][CH:31]2[O:32][CH2:33][C:34]2[CH:43]=[CH:42][C:41]3[C:36](=[CH:37][CH:38]=[CH:39][CH:40]=3)[CH:35]=2)=[CH:24][CH:25]=1)[C:9]1[CH:14]=[CH:13][CH:12]=[CH:11][CH:10]=1. The yield is 0.770. (2) The reactants are Cl[C:2]1[N:7]=[C:6]([CH:8]([CH3:14])[C:9]([O:11][CH2:12][CH3:13])=[O:10])[CH:5]=[CH:4][CH:3]=1.[F:15][C:16]([F:27])([F:26])[C:17]1[CH:18]=[C:19](B(O)O)[CH:20]=[CH:21][CH:22]=1.C([O-])([O-])=O.[Cs+].[Cs+].O. The catalyst is CN(C)C=O.C1C=CC([P]([Pd]([P](C2C=CC=CC=2)(C2C=CC=CC=2)C2C=CC=CC=2)([P](C2C=CC=CC=2)(C2C=CC=CC=2)C2C=CC=CC=2)[P](C2C=CC=CC=2)(C2C=CC=CC=2)C2C=CC=CC=2)(C2C=CC=CC=2)C2C=CC=CC=2)=CC=1. The product is [F:15][C:16]([F:27])([F:26])[C:17]1[CH:22]=[C:21]([C:2]2[N:7]=[C:6]([CH:8]([CH3:14])[C:9]([O:11][CH2:12][CH3:13])=[O:10])[CH:5]=[CH:4][CH:3]=2)[CH:20]=[CH:19][CH:18]=1. The yield is 0.488. (3) The reactants are C([O-])([O-])=O.[Cs+].[Cs+].[Cl:7][C:8]1[CH:13]=[CH:12][C:11]([CH:14]2[CH2:19][CH2:18][N:17](C)[CH2:16][CH:15]2[C:21]([O:23][CH3:24])=[O:22])=[CH:10][CH:9]=1.CC(Cl)OC(Cl)=O.CCN(C(C)C)C(C)C.[C:49](O[C:49]([O:51][C:52]([CH3:55])([CH3:54])[CH3:53])=[O:50])([O:51][C:52]([CH3:55])([CH3:54])[CH3:53])=[O:50]. The catalyst is ClCCCl. The product is [Cl:7][C:8]1[CH:13]=[CH:12][C:11]([CH:14]2[CH2:19][CH2:18][N:17]([C:49]([O:51][C:52]([CH3:53])([CH3:54])[CH3:55])=[O:50])[CH2:16][CH:15]2[C:21]([O:23][CH3:24])=[O:22])=[CH:10][CH:9]=1. The yield is 0.740. (4) The reactants are [CH3:1][O:2][C:3]1[CH:4]=[C:5]([C:9]([CH3:14])([CH3:13])C(O)=O)[CH:6]=[CH:7][CH:8]=1.CC[N:17]([CH2:20]C)CC.C1(P(N=[N+]=[N-])(C2C=CC=CC=2)=[O:29])C=CC=CC=1.[CH2:39]([OH:46])[C:40]1[CH:45]=[CH:44][CH:43]=[CH:42][CH:41]=1. The catalyst is C1(C)C=CC=CC=1. The product is [CH2:39]([O:46][C:20](=[O:29])[NH:17][C:9]([C:5]1[CH:6]=[CH:7][CH:8]=[C:3]([O:2][CH3:1])[CH:4]=1)([CH3:13])[CH3:14])[C:40]1[CH:45]=[CH:44][CH:43]=[CH:42][CH:41]=1. The yield is 0.650. (5) The reactants are C(=O)([O:4][C:5]1[CH:10]=[C:9]([N+:11]([O-:13])=[O:12])[C:8]([Br:14])=[CH:7][C:6]=1[C:15]([CH3:18])([CH3:17])[CH3:16])OC.[OH-].[K+].Cl. The catalyst is CO. The product is [C:15]([C:6]1[CH:7]=[C:8]([Br:14])[C:9]([N+:11]([O-:13])=[O:12])=[CH:10][C:5]=1[OH:4])([CH3:18])([CH3:16])[CH3:17]. The yield is 0.990. (6) The reactants are C([N:8]1[CH2:16][C:15]2[C:10](=[CH:11][CH:12]=[C:13]([O:17][C:18]3[CH:26]=[CH:25][C:21]([C:22]([NH2:24])=[O:23])=[CH:20][N:19]=3)[CH:14]=2)[CH2:9]1)C1C=CC=CC=1.[H][H]. The catalyst is [Pd].CCO. The product is [CH2:9]1[C:10]2[C:15](=[CH:14][C:13]([O:17][C:18]3[CH:26]=[CH:25][C:21]([C:22]([NH2:24])=[O:23])=[CH:20][N:19]=3)=[CH:12][CH:11]=2)[CH2:16][NH:8]1. The yield is 0.110.